Predict the reactants needed to synthesize the given product. From a dataset of Full USPTO retrosynthesis dataset with 1.9M reactions from patents (1976-2016). (1) The reactants are: [CH3:1][O:2][C:3]1[CH:4]=[C:5]([CH:29]2[CH2:34][CH2:33][N:32](C(OC(C)(C)C)=O)[CH2:31][CH2:30]2)[CH:6]=[CH:7][C:8]=1[NH:9][C:10]1[C:15]2[C:16](=[O:20])[NH:17][N:18]=[CH:19][C:14]=2[N:13]=[C:12]([CH2:21][CH2:22][N:23]2[CH2:28][CH2:27][O:26][CH2:25][CH2:24]2)[CH:11]=1.FC(F)(F)C(O)=O. Given the product [CH3:1][O:2][C:3]1[CH:4]=[C:5]([CH:29]2[CH2:34][CH2:33][NH:32][CH2:31][CH2:30]2)[CH:6]=[CH:7][C:8]=1[NH:9][C:10]1[C:15]2[C:16](=[O:20])[NH:17][N:18]=[CH:19][C:14]=2[N:13]=[C:12]([CH2:21][CH2:22][N:23]2[CH2:24][CH2:25][O:26][CH2:27][CH2:28]2)[CH:11]=1, predict the reactants needed to synthesize it. (2) Given the product [NH2:1][C:2]1[C:11]2[CH:10]=[N:9][C:8]([S:12][CH3:13])=[N:7][C:6]=2[N:5]([CH:14]2[CH2:17][CH2:16][CH2:15]2)[C:4](=[O:18])[C:3]=1[C:21]#[N:22], predict the reactants needed to synthesize it. The reactants are: [NH2:1][C:2]1[C:11]2[CH:10]=[N:9][C:8]([S:12][CH3:13])=[N:7][C:6]=2[N:5]([CH:14]2[CH2:17][CH2:16][CH2:15]2)[C:4](=[O:18])[C:3]=1Br.[Cu][C:21]#[N:22].C([O-])(O)=O.[Na+].CCOC(C)=O. (3) Given the product [Cl:17][C:18]1[CH:19]=[C:20]([NH:21][C:9]2[C:4]3[CH:3]=[C:2]([F:1])[N:12]=[CH:11][C:5]=3[N:6]=[CH:7][N:8]=2)[CH:22]=[CH:23][C:24]=1[Cl:25], predict the reactants needed to synthesize it. The reactants are: [F:1][C:2]1[N:12]=[CH:11][C:5]2[NH:6][C:7](=O)[N:8]=[CH:9][C:4]=2[CH:3]=1.S(Cl)(Cl)=O.[Cl:17][C:18]1[CH:19]=[C:20]([CH:22]=[CH:23][C:24]=1[Cl:25])[NH2:21]. (4) Given the product [C:1]([C:4]1[CH:9]=[C:8]([Cl:10])[C:7]([NH:11][C:12]2[C:21]3[CH:20]=[CH:19][NH:18][C:17](=[O:22])[C:16]=3[C:15]3[CH:23]=[C:24]([B:32]4[O:33][C:34]([CH3:36])([CH3:35])[C:30]([CH3:46])([CH3:29])[O:31]4)[CH:25]=[CH:26][C:14]=3[N:13]=2)=[C:6]([Cl:28])[CH:5]=1)(=[O:3])[CH3:2], predict the reactants needed to synthesize it. The reactants are: [C:1]([C:4]1[CH:9]=[C:8]([Cl:10])[C:7]([NH:11][C:12]2[C:21]3[CH:20]=[CH:19][NH:18][C:17](=[O:22])[C:16]=3[C:15]3[CH:23]=[C:24](Br)[CH:25]=[CH:26][C:14]=3[N:13]=2)=[C:6]([Cl:28])[CH:5]=1)(=[O:3])[CH3:2].[CH3:29][C:30]1([CH3:46])[C:34]([CH3:36])([CH3:35])[O:33][B:32]([B:32]2[O:33][C:34]([CH3:36])([CH3:35])[C:30]([CH3:46])([CH3:29])[O:31]2)[O:31]1. (5) Given the product [CH:1]1([NH:4][C:19]([C:18]2[CH:22]=[CH:23][N:24]=[CH:25][C:17]=2[NH:16][C:14]([C:12]2[C:11]([NH:26][C:27]3[CH:28]=[N:29][CH:30]=[N:31][CH:32]=3)=[CH:10][CH:9]=[C:8]([CH:5]3[CH2:7][CH2:6]3)[N:13]=2)=[O:15])=[O:20])[CH2:3][CH2:2]1, predict the reactants needed to synthesize it. The reactants are: [CH:1]1([NH2:4])[CH2:3][CH2:2]1.[CH:5]1([C:8]2[N:13]=[C:12]([C:14]([NH:16][C:17]3[CH:25]=[N:24][CH:23]=[CH:22][C:18]=3[C:19](O)=[O:20])=[O:15])[C:11]([NH:26][C:27]3[CH:28]=[N:29][CH:30]=[N:31][CH:32]=3)=[CH:10][CH:9]=2)[CH2:7][CH2:6]1. (6) Given the product [Cl:22][C:21]1[CH:20]=[CH:19][C:18]([OH:23])=[CH:17][C:16]=1[C:14]1[N:7]2[CH:8]=[CH:9][CH:10]=[C:11]([C:12]#[N:13])[C:6]2=[N:5][C:4]=1[CH:1]([CH3:3])[CH3:2], predict the reactants needed to synthesize it. The reactants are: [CH:1]([C:4]1[N:5]=[C:6]2[C:11]([C:12]#[N:13])=[CH:10][CH:9]=[CH:8][N:7]2[CH:14]=1)([CH3:3])[CH3:2].Br[C:16]1[CH:17]=[C:18]([OH:23])[CH:19]=[CH:20][C:21]=1[Cl:22].C([O-])(=O)C.[K+].